This data is from Catalyst prediction with 721,799 reactions and 888 catalyst types from USPTO. The task is: Predict which catalyst facilitates the given reaction. (1) Reactant: [F:1][C:2]1[CH:3]=[CH:4][C:5]2[N:9]=[C:8]([C@@H:10]([NH2:13])[CH2:11][CH3:12])[N:7]([C:14]3[CH:15]=[N:16][CH:17]=[C:18]([F:20])[CH:19]=3)[C:6]=2[CH:21]=1.Cl[C:23]1[N:31]=[CH:30][N:29]=[C:28]2[C:24]=1[N:25]=[CH:26][N:27]2[CH:32]1[CH2:37][CH2:36][CH2:35][CH2:34][O:33]1.CCN(C(C)C)C(C)C. Product: [F:1][C:2]1[CH:3]=[CH:4][C:5]2[N:9]=[C:8]([C@@H:10]([NH:13][C:23]3[N:31]=[CH:30][N:29]=[C:28]4[C:24]=3[N:25]=[CH:26][N:27]4[CH:32]3[CH2:37][CH2:36][CH2:35][CH2:34][O:33]3)[CH2:11][CH3:12])[N:7]([C:14]3[CH:15]=[N:16][CH:17]=[C:18]([F:20])[CH:19]=3)[C:6]=2[CH:21]=1. The catalyst class is: 41. (2) The catalyst class is: 9. Reactant: C([O:3][C:4]([CH2:6][CH2:7][CH2:8][CH:9]1[CH2:14][CH2:13][N:12]([C:15]([O:17][C:18]([CH3:21])([CH3:20])[CH3:19])=[O:16])[CH2:11][CH2:10]1)=O)C.C([NH2:24])=O.[O-]CC.[Na+]. Product: [C:4]([CH2:6][CH2:7][CH2:8][CH:9]1[CH2:14][CH2:13][N:12]([C:15]([O:17][C:18]([CH3:21])([CH3:20])[CH3:19])=[O:16])[CH2:11][CH2:10]1)(=[O:3])[NH2:24]. (3) Reactant: [CH3:1][C:2]([C@H:5]([NH:47][C:48]([O:50][CH3:51])=[O:49])[C:6]([NH:8][C@H:9]([C@@H:17]([OH:46])[CH2:18][N:19]([NH:33][C:34]([C@@H:36]([NH:41][C:42]([O:44][CH3:45])=[O:43])[C:37]([CH3:40])([CH3:39])[CH3:38])=[O:35])[CH2:20][C:21]1[CH:26]=[CH:25][C:24]([C:27]2[N:32]=[CH:31][CH:30]=[CH:29][CH:28]=2)=[CH:23][CH:22]=1)[CH2:10][C:11]1[CH:16]=[CH:15][CH:14]=[CH:13][CH:12]=1)=[O:7])([CH3:4])[CH3:3].[S:52](=[O:56])(=[O:55])([OH:54])[OH:53]. Product: [CH3:4][C:2]([C@H:5]([NH:47][C:48]([O:50][CH3:51])=[O:49])[C:6]([NH:8][C@H:9]([C@@H:17]([OH:46])[CH2:18][N:19]([NH:33][C:34]([C@@H:36]([NH:41][C:42]([O:44][CH3:45])=[O:43])[C:37]([CH3:38])([CH3:39])[CH3:40])=[O:35])[CH2:20][C:21]1[CH:22]=[CH:23][C:24]([C:27]2[CH:28]=[CH:29][CH:30]=[CH:31][N:32]=2)=[CH:25][CH:26]=1)[CH2:10][C:11]1[CH:16]=[CH:15][CH:14]=[CH:13][CH:12]=1)=[O:7])([CH3:1])[CH3:3].[OH:55][S:52]([OH:56])(=[O:54])=[O:53]. The catalyst class is: 351. (4) Reactant: [NH2:1][C:2]1[CH:3]=[C:4]2[C:9](=[CH:10][CH:11]=1)[N:8]=[CH:7][C:6]([C:12]#[N:13])=[C:5]2[NH:14][C:15]1[CH:20]=[CH:19][C:18]([F:21])=[C:17]([Cl:22])[CH:16]=1.[CH3:23][S:24]([C:27]1[CH:28]=[C:29]([CH:32]=[CH:33][CH:34]=1)[CH:30]=O)(=[O:26])=[O:25].[BH3-]C#N.[Na+]. Product: [CH3:23][S:24]([C:27]1[CH:28]=[C:29]([CH:32]=[CH:33][CH:34]=1)[CH2:30][NH:1][C:2]1[CH:3]=[C:4]2[C:9](=[CH:10][CH:11]=1)[N:8]=[CH:7][C:6]([C:12]#[N:13])=[C:5]2[NH:14][C:15]1[CH:20]=[CH:19][C:18]([F:21])=[C:17]([Cl:22])[CH:16]=1)(=[O:25])=[O:26]. The catalyst class is: 14. (5) Reactant: [NH2:1][OH:2].[N:3]1[CH:8]=[CH:7][CH:6]=[C:5]([S:9](Cl)(=[O:11])=[O:10])[CH:4]=1. Product: [OH:2][NH:1][S:9]([C:5]1[CH:4]=[N:3][CH:8]=[CH:7][CH:6]=1)(=[O:11])=[O:10]. The catalyst class is: 217. (6) Reactant: [Cl:1][C:2]1[CH:7]=[CH:6][C:5]([NH:8][C:9]([N:11]2[CH2:16][CH2:15][N:14]([C:17](=[N:25][C:26]#[N:27])OC3C=CC=CC=3)[CH2:13][CH:12]2[C:28]2[CH:33]=[CH:32][CH:31]=[CH:30][CH:29]=2)=[O:10])=[CH:4][CH:3]=1.[C:34]1([NH:40][NH2:41])[CH:39]=[CH:38][CH:37]=[CH:36][CH:35]=1. Product: [NH2:27][C:26]1[N:40]([C:34]2[CH:39]=[CH:38][CH:37]=[CH:36][CH:35]=2)[N:41]=[C:17]([N:14]2[CH2:15][CH2:16][N:11]([C:9]([NH:8][C:5]3[CH:6]=[CH:7][C:2]([Cl:1])=[CH:3][CH:4]=3)=[O:10])[CH:12]([C:28]3[CH:33]=[CH:32][CH:31]=[CH:30][CH:29]=3)[CH2:13]2)[N:25]=1. The catalyst class is: 13. (7) Reactant: [Cl:1][C:2]1[N:7]=[C:6]([C:8]2[NH:9][C:10]3[C:15]([CH:16]=2)=[C:14]([F:17])[CH:13]=[CH:12][CH:11]=3)[C:5]([NH2:18])=[CH:4][CH:3]=1.Br[C:20]#[N:21]. Product: [Cl:1][C:2]1[CH:3]=[CH:4][C:5]2[N:18]=[C:20]([NH2:21])[N:9]3[C:10]4[CH:11]=[CH:12][CH:13]=[C:14]([F:17])[C:15]=4[CH:16]=[C:8]3[C:6]=2[N:7]=1. The catalyst class is: 5.